This data is from Reaction yield outcomes from USPTO patents with 853,638 reactions. The task is: Predict the reaction yield, written as a fraction of the theoretical maximum amount of product (1.0 means a 100% yield; for example, 0.34 means a 34% yield). (1) The reactants are Br[C:2]1[CH:8]=[CH:7][C:5]([NH2:6])=[C:4]([N+:9]([O-:11])=[O:10])[CH:3]=1.[N:12]1[CH:17]=[CH:16][CH:15]=[C:14](B(O)O)[CH:13]=1.P([O-])([O-])([O-])=O.[K+].[K+].[K+]. The catalyst is CN(C=O)C.C(OCC)(=O)C. The product is [N:12]1[CH:17]=[CH:16][CH:15]=[C:14]([C:2]2[CH:8]=[CH:7][C:5]([NH2:6])=[C:4]([N+:9]([O-:11])=[O:10])[CH:3]=2)[CH:13]=1. The yield is 0.540. (2) The reactants are CO[C:3]([CH2:5][C:6]([CH2:8][C:9]([O:11][CH3:12])=[O:10])=[O:7])=[O:4].[N:13]#[C:14][NH2:15]. The catalyst is O1CCOCC1.C/C(/[O-])=C/C(C)=O.C/C(/[O-])=C/C(C)=O.[Ni+2]. The product is [NH2:13][C:14]1[NH:15][C:3](=[O:4])[CH:5]=[C:6]([OH:7])[C:8]=1[C:9]([O:11][CH3:12])=[O:10]. The yield is 0.440. (3) The reactants are [N:1]([CH2:4][C@@H:5]1[O:11][C:10]2[C:12]([C:16]3[C:21]([Cl:22])=[CH:20][CH:19]=[CH:18][C:17]=3[Cl:23])=[CH:13][CH:14]=[CH:15][C:9]=2[CH2:8][CH2:7][CH2:6]1)=[N+]=[N-].C1(P(C2C=CC=CC=2)C2C=CC=CC=2)C=CC=CC=1. The catalyst is O1CCCC1.O. The product is [Cl:23][C:17]1[CH:18]=[CH:19][CH:20]=[C:21]([Cl:22])[C:16]=1[C:12]1[C:10]2[O:11][C@@H:5]([CH2:4][NH2:1])[CH2:6][CH2:7][CH2:8][C:9]=2[CH:15]=[CH:14][CH:13]=1. The yield is 0.800. (4) The reactants are [Cl:1][CH2:2][CH2:3][C:4]([C:6]1[CH:7]=[C:8]2[C:12](=[CH:13][CH:14]=1)[NH:11][C:10](=[O:15])[CH2:9]2)=O.FC(F)(F)C(O)=O.C([SiH](CC)CC)C. No catalyst specified. The product is [Cl:1][CH2:2][CH2:3][CH2:4][C:6]1[CH:7]=[C:8]2[C:12](=[CH:13][CH:14]=1)[NH:11][C:10](=[O:15])[CH2:9]2. The yield is 0.940. (5) The reactants are [NH:1]1[C:9]2[C:4](=[CH:5][C:6]([CH2:10][CH2:11][CH2:12][C:13]3[CH:22]=[CH:21][C:20]4[C:15](=[N:16][CH:17]=[CH:18][CH:19]=4)[N:14]=3)=[CH:7][CH:8]=2)[CH:3]=[CH:2]1.[H-].[Na+].[CH2:25]([O:27][C:28](=[O:32])[CH2:29][CH2:30]Cl)[CH3:26]. The catalyst is CN(C=O)C. The product is [CH2:25]([O:27][C:28](=[O:32])[CH2:29][CH2:30][N:1]1[C:9]2[C:4](=[CH:5][C:6]([CH2:10][CH2:11][CH2:12][C:13]3[CH:22]=[CH:21][C:20]4[C:15](=[N:16][CH:17]=[CH:18][CH:19]=4)[N:14]=3)=[CH:7][CH:8]=2)[CH:3]=[CH:2]1)[CH3:26]. The yield is 0.450. (6) The reactants are [CH3:1][CH:2]([Si:4]([CH:23]([CH3:25])[CH3:24])([CH:20]([CH3:22])[CH3:21])[O:5][CH2:6][C:7]#[C:8][C:9]1[N:17]2[C:12]([CH:13]=[CH:14][CH:15]=[CH:16]2)=[CH:11][C:10]=1[CH2:18][OH:19])[CH3:3]. The catalyst is O=[Mn]=O. The product is [CH3:22][CH:20]([Si:4]([CH:2]([CH3:3])[CH3:1])([CH:23]([CH3:25])[CH3:24])[O:5][CH2:6][C:7]#[C:8][C:9]1[N:17]2[C:12]([CH:13]=[CH:14][CH:15]=[CH:16]2)=[CH:11][C:10]=1[CH:18]=[O:19])[CH3:21]. The yield is 0.860. (7) The reactants are [OH:1][C:2]1[CH:3]=[C:4]([CH:7]=[CH:8][C:9]=1[OH:10])[CH:5]=[O:6].[C:11](=O)([O-])[O-].[Cs+].[Cs+].BrCBr. The catalyst is CN(C=O)C. The product is [O:10]1[C:9]2[CH:8]=[CH:7][C:4]([CH:5]=[O:6])=[CH:3][C:2]=2[O:1][CH2:11]1. The yield is 0.740.